From a dataset of Full USPTO retrosynthesis dataset with 1.9M reactions from patents (1976-2016). Predict the reactants needed to synthesize the given product. Given the product [Cl:21][C:13]1[CH:14]=[CH:15][C:16]2[CH:17]=[CH:18][O:19][C:20]=2[C:12]=1[NH:11][C:23]1[C:32]2[C:27](=[CH:28][C:29]([O:35][CH2:36][CH2:37][CH2:38][N:39]3[CH2:40][CH2:41][O:42][CH2:43][CH2:44]3)=[C:30]([O:33][CH3:34])[CH:31]=2)[N:26]=[CH:25][N:24]=1, predict the reactants needed to synthesize it. The reactants are: [Na].C[Si](C)(C)N[Si](C)(C)C.[NH2:11][C:12]1[C:20]2[O:19][CH:18]=[CH:17][C:16]=2[CH:15]=[CH:14][C:13]=1[Cl:21].Cl[C:23]1[C:32]2[C:27](=[CH:28][C:29]([O:35][CH2:36][CH2:37][CH2:38][N:39]3[CH2:44][CH2:43][O:42][CH2:41][CH2:40]3)=[C:30]([O:33][CH3:34])[CH:31]=2)[N:26]=[CH:25][N:24]=1.Cl.